From a dataset of Full USPTO retrosynthesis dataset with 1.9M reactions from patents (1976-2016). Predict the reactants needed to synthesize the given product. (1) Given the product [F:1][CH:2]([F:22])[O:3][C:4]1[CH:9]=[CH:8][CH:7]=[CH:6][C:5]=1[N:10]1[CH:23]=[C:18]([O:19][CH3:20])[C:17](=[O:21])[C:12]([C:13]([O:15][CH3:16])=[O:14])=[N:11]1, predict the reactants needed to synthesize it. The reactants are: [F:1][CH:2]([F:22])[O:3][C:4]1[CH:9]=[CH:8][CH:7]=[CH:6][C:5]=1[NH:10][N:11]=[C:12]([C:17](=[O:21])[CH2:18][O:19][CH3:20])[C:13]([O:15][CH3:16])=[O:14].[CH3:23]OC(OC)N(C)C. (2) Given the product [C:1]([O:5][C:6]([C:8]12[CH2:17][CH:12]3[CH2:13][CH:14]([CH2:16][C:10]([C:18]([O:21][C:26](=[O:30])[C:27]([CH3:29])=[CH2:28])([CH3:20])[CH3:19])([CH2:11]3)[CH2:9]1)[CH2:15]2)=[O:7])([CH3:4])([CH3:2])[CH3:3], predict the reactants needed to synthesize it. The reactants are: [C:1]([O:5][C:6]([C:8]12[CH2:17][CH:12]3[CH2:13][CH:14]([CH2:16][C:10]([C:18]([OH:21])([CH3:20])[CH3:19])([CH2:11]3)[CH2:9]1)[CH2:15]2)=[O:7])([CH3:4])([CH3:3])[CH3:2].ClC(Cl)C.[C:26](Cl)(=[O:30])[C:27]([CH3:29])=[CH2:28].S(=O)(=O)(O)O. (3) Given the product [CH3:2][O:3][C:4]([C:6]1[C:7]2[CH2:8][CH2:9][N:10]([CH2:31][C:28]3[CH:27]=[CH:26][C:25]([C@@H:23]([NH:22][C:21]([O:20][C:16]([CH3:17])([CH3:19])[CH3:18])=[O:33])[CH3:24])=[CH:30][CH:29]=3)[CH2:11][C:12]=2[CH:13]=[CH:14][CH:15]=1)=[O:5], predict the reactants needed to synthesize it. The reactants are: Cl.[CH3:2][O:3][C:4]([C:6]1[C:7]2[CH2:8][CH2:9][NH:10][CH2:11][C:12]=2[CH:13]=[CH:14][CH:15]=1)=[O:5].[C:16]([O:20][C:21](=[O:33])[NH:22][C@H:23]([C:25]1[CH:30]=[CH:29][C:28]([CH:31]=O)=[CH:27][CH:26]=1)[CH3:24])([CH3:19])([CH3:18])[CH3:17].CC(O)=O.C(O[BH-](OC(=O)C)OC(=O)C)(=O)C.[Na+]. (4) Given the product [C:1]([O:5][C:6](=[O:25])[NH:7][C@H:8]1[CH2:11][C@H:10]([N:12]2[C:18]3=[N:19][CH:20]=[CH:21][CH:22]=[C:17]3[C:14]([CH3:16])([CH3:15])[C:13]2=[O:24])[CH2:9]1)([CH3:4])([CH3:3])[CH3:2], predict the reactants needed to synthesize it. The reactants are: [C:1]([O:5][C:6](=[O:25])[NH:7][C@H:8]1[CH2:11][C@H:10]([NH:12][C:13](=[O:24])[C:14]([C:17]2[C:18](Cl)=[N:19][CH:20]=[CH:21][CH:22]=2)([CH3:16])[CH3:15])[CH2:9]1)([CH3:4])([CH3:3])[CH3:2].CC(C)([O-])C.[Na+]. (5) Given the product [C:27]([NH:26][CH2:25][CH2:24][C:15]1[N:16]([CH:32]([C:33]2[CH:38]=[CH:37][CH:36]=[CH:35][CH:34]=2)[C:39]2[CH:44]=[CH:43][CH:42]=[CH:41][CH:40]=2)[C:17]2[C:22]([C:14]=1[CH2:13][CH2:12][CH2:11][C:8]1[CH:7]=[CH:6][C:5]([C:4]([OH:3])=[O:30])=[CH:10][CH:9]=1)=[CH:21][C:20]([Cl:23])=[CH:19][CH:18]=2)(=[O:29])[CH3:28], predict the reactants needed to synthesize it. The reactants are: C([O:3][C:4](=[O:30])[C:5]1[CH:10]=[CH:9][C:8]([CH2:11][CH2:12][CH2:13][C:14]2[C:22]3[C:17](=[CH:18][CH:19]=[C:20]([Cl:23])[CH:21]=3)[NH:16][C:15]=2[CH2:24][CH2:25][NH:26][C:27](=[O:29])[CH3:28])=[CH:7][CH:6]=1)C.Br[CH:32]([C:39]1[CH:44]=[CH:43][CH:42]=[CH:41][CH:40]=1)[C:33]1[CH:38]=[CH:37][CH:36]=[CH:35][CH:34]=1.CC(C)([O-])C.[OH-].[K+].Cl. (6) The reactants are: [Br:1][C:2]1[CH:10]=[CH:9][C:5]([C:6]([OH:8])=O)=[CH:4][C:3]=1[C:11]#[N:12].CN(C)C=O.S(Cl)(Cl)=O.[F:22][C:23]([F:32])([F:31])[C:24]1[CH:29]=[CH:28][N:27]=[C:26]([NH2:30])[CH:25]=1. Given the product [Br:1][C:2]1[CH:10]=[CH:9][C:5]([C:6]([NH:30][C:26]2[CH:25]=[C:24]([C:23]([F:31])([F:22])[F:32])[CH:29]=[CH:28][N:27]=2)=[O:8])=[CH:4][C:3]=1[C:11]#[N:12], predict the reactants needed to synthesize it.